Dataset: CYP2C9 inhibition data for predicting drug metabolism from PubChem BioAssay. Task: Regression/Classification. Given a drug SMILES string, predict its absorption, distribution, metabolism, or excretion properties. Task type varies by dataset: regression for continuous measurements (e.g., permeability, clearance, half-life) or binary classification for categorical outcomes (e.g., BBB penetration, CYP inhibition). Dataset: cyp2c9_veith. (1) The compound is C=CC1=C(C(=O)O)N2C(=O)[C@@H](NC(=O)/C(=N\OCC(=O)O)c3csc(N)n3)[C@@H]2SC1. The result is 0 (non-inhibitor). (2) The compound is COC(=O)C1=C(C)N=C2SC(C)C(=O)N2C1/C=C/c1ccccc1. The result is 1 (inhibitor). (3) The molecule is COc1ccc(OCC(O)COc2ccc(C(=O)O)cc2)cc1. The result is 0 (non-inhibitor). (4) The compound is CC(=O)c1cn(CCNc2ncc(C(F)(F)F)cc2Cl)c(=O)[nH]c1=O. The result is 0 (non-inhibitor). (5) The molecule is C=CCNS(=O)(=O)c1cccc2cc(C(=O)O)c(O)cc12. The result is 1 (inhibitor). (6) The compound is Cc1c(-n2cc(C(=O)c3cc(Cl)ccc3O)cc(C#N)c2=O)c(=O)n(-c2ccccc2)n1C. The result is 1 (inhibitor). (7) The molecule is NC(=O)/C(=N\OC(=O)c1ccco1)c1nc(-c2ccc(Br)cc2)cs1. The result is 0 (non-inhibitor).